From a dataset of Reaction yield outcomes from USPTO patents with 853,638 reactions. Predict the reaction yield, written as a fraction of the theoretical maximum amount of product (1.0 means a 100% yield; for example, 0.34 means a 34% yield). (1) The reactants are Br[C:2]1[C:3]([NH:10][C@H:11]2[CH2:16][CH2:15][C@H:14]([O:17][CH3:18])[CH2:13][CH2:12]2)=[N:4][C:5]([NH2:9])=[N:6][C:7]=1[CH3:8].[C:19]([O:23][CH2:24][CH3:25])(=[O:22])[CH:20]=[CH2:21]. The catalyst is C(N(CC)CC)C.C(OCC)(=O)C.C1C=CC(P(C2C=CC=CC=2)C2C=CC=CC=2)=CC=1.C1C=CC(P(C2C=CC=CC=2)C2C=CC=CC=2)=CC=1.C1C=CC(P(C2C=CC=CC=2)C2C=CC=CC=2)=CC=1.C1C=CC(P(C2C=CC=CC=2)C2C=CC=CC=2)=CC=1.[Pd]. The product is [NH2:9][C:5]1[N:4]=[C:3]([NH:10][C@H:11]2[CH2:16][CH2:15][C@H:14]([O:17][CH3:18])[CH2:13][CH2:12]2)[C:2](/[CH:21]=[CH:20]/[C:19]([O:23][CH2:24][CH3:25])=[O:22])=[C:7]([CH3:8])[N:6]=1. The yield is 0.780. (2) The reactants are [Cl:1][C:2]1[CH:9]=[C:8]([N:10]2[CH2:15][CH2:14][O:13][CH2:12][CH2:11]2)[CH:7]=[CH:6][C:3]=1[CH:4]=O.[CH3:16][C@H:17]1[CH2:22][NH:21][CH2:20][CH2:19][N:18]1[C:23]([O:25][C:26]([CH3:29])([CH3:28])[CH3:27])=[O:24].ClCCCl.C(O[BH-](OC(=O)C)OC(=O)C)(=O)C.[Na+]. The catalyst is O. The product is [Cl:1][C:2]1[CH:9]=[C:8]([N:10]2[CH2:15][CH2:14][O:13][CH2:12][CH2:11]2)[CH:7]=[CH:6][C:3]=1[CH2:4][N:21]1[CH2:20][CH2:19][N:18]([C:23]([O:25][C:26]([CH3:29])([CH3:28])[CH3:27])=[O:24])[C@@H:17]([CH3:16])[CH2:22]1. The yield is 0.740. (3) The reactants are [C:1]([NH2:10])(=[O:9])[C:2]1[C:3](=[CH:5][CH:6]=[CH:7][CH:8]=1)[NH2:4].[OH:11][CH2:12][CH2:13][N:14]([CH2:23][CH2:24][OH:25])[C:15]1[CH:22]=[CH:21][C:18]([CH:19]=O)=[CH:17][CH:16]=1.COC1C=C(OC)C=C2C=1C(=O)NC(C1C=CC=CN=1)=N2. No catalyst specified. The product is [OH:11][CH2:12][CH2:13][N:14]([CH2:23][CH2:24][OH:25])[C:15]1[CH:22]=[CH:21][C:18]([C:19]2[NH:10][C:1](=[O:9])[C:2]3[C:3](=[CH:5][CH:6]=[CH:7][CH:8]=3)[N:4]=2)=[CH:17][CH:16]=1. The yield is 0.420. (4) No catalyst specified. The reactants are [CH3:1][O:2][C:3]1[CH:10]=[C:9]([O:11][CH2:12][CH2:13][O:14][CH2:15][CH2:16][O:17][CH3:18])[C:8]([C:19]2[S:20][CH:21]=[CH:22][CH:23]=2)=[CH:7][C:4]=1[CH:5]=O.[C:24]([C:27]1[CH:35]=[CH:34][C:30]([C:31]([OH:33])=[O:32])=[CH:29][CH:28]=1)(=[O:26])[CH3:25]. The product is [CH3:1][O:2][C:3]1[CH:10]=[C:9]([O:11][CH2:12][CH2:13][O:14][CH2:15][CH2:16][O:17][CH3:18])[C:8]([C:19]2[S:20][CH:21]=[CH:22][CH:23]=2)=[CH:7][C:4]=1/[CH:5]=[CH:25]/[C:24]([C:27]1[CH:35]=[CH:34][C:30]([C:31]([OH:33])=[O:32])=[CH:29][CH:28]=1)=[O:26]. The yield is 0.610.